This data is from Forward reaction prediction with 1.9M reactions from USPTO patents (1976-2016). The task is: Predict the product of the given reaction. (1) Given the reactants [F:1][C:2]1[CH:7]=[CH:6][C:5]([C@H:8]2[CH2:13][CH2:12][CH2:11][CH2:10][NH:9]2)=[CH:4][CH:3]=1.C1([C@H](CO)N)C=CC=CC=1, predict the reaction product. The product is: [F:1][C:2]1[CH:3]=[CH:4][C:5]([C@@H:8]2[CH2:13][CH2:12][CH2:11][CH2:10][NH:9]2)=[CH:6][CH:7]=1. (2) The product is: [NH2:1][C:2]1[C:7]2[C:8]([C:11]3[CH:16]=[CH:15][C:14]([NH:17][C:18]([C:20]4[N:21]([CH3:29])[C:22]5[C:27]([CH:28]=4)=[CH:26][CH:25]=[CH:24][CH:23]=5)=[O:19])=[C:13]([O:30][CH3:31])[CH:12]=3)=[CH:9][S:10][C:6]=2[C:5]([NH2:32])=[CH:4][N:3]=1. Given the reactants [NH2:1][C:2]1[C:7]2[C:8]([C:11]3[CH:16]=[CH:15][C:14]([NH:17][C:18]([C:20]4[N:21]([CH3:29])[C:22]5[C:27]([CH:28]=4)=[CH:26][CH:25]=[CH:24][CH:23]=5)=[O:19])=[C:13]([O:30][CH3:31])[CH:12]=3)=[CH:9][S:10][C:6]=2[C:5]([N:32]=C(C2C=CC=CC=2)C2C=CC=CC=2)=[CH:4][N:3]=1, predict the reaction product. (3) The product is: [F:1][C:2]1[CH:7]=[C:6]([F:8])[CH:5]=[CH:4][C:3]=1[C:9]1[C:18]([O:19][C:21]2[C:30]3[C:25](=[CH:26][C:27]([O:33][CH3:34])=[C:28]([O:31][CH3:32])[CH:29]=3)[N:24]=[CH:23][CH:22]=2)=[CH:17][C:16]2[C:11](=[CH:12][CH:13]=[CH:14][CH:15]=2)[N:10]=1. Given the reactants [F:1][C:2]1[CH:7]=[C:6]([F:8])[CH:5]=[CH:4][C:3]=1[C:9]1[C:18]([OH:19])=[CH:17][C:16]2[C:11](=[CH:12][CH:13]=[CH:14][CH:15]=2)[N:10]=1.Cl[C:21]1[C:30]2[C:25](=[CH:26][C:27]([O:33][CH3:34])=[C:28]([O:31][CH3:32])[CH:29]=2)[N:24]=[CH:23][CH:22]=1.O, predict the reaction product. (4) Given the reactants [F:1][C:2]([F:18])([F:17])[C:3]1[CH:16]=[CH:15][C:6]([CH:7]([OH:14])[C:8]2[CH:13]=[CH:12][CH:11]=[CH:10][CH:9]=2)=[CH:5][CH:4]=1, predict the reaction product. The product is: [C:8]1([C:7]([C:6]2[CH:15]=[CH:16][C:3]([C:2]([F:1])([F:17])[F:18])=[CH:4][CH:5]=2)=[O:14])[CH:13]=[CH:12][CH:11]=[CH:10][CH:9]=1. (5) Given the reactants [Li+].[CH3:2][C:3]1[N:7]([CH:8]([CH3:10])[CH3:9])[C:6]([C:11]2[CH:16]=[CH:15][N:14]=[C:13]([NH:17][CH:18]3[CH2:23][CH2:22][CH:21]([C:24]([O-:26])=O)[CH2:20][CH2:19]3)[N:12]=2)=[CH:5][N:4]=1.CN.C[CH2:30][N:31](C(C)C)C(C)C.CN(C(ON1N=NC2C=CC=CC1=2)=[N+](C)C)C.F[P-](F)(F)(F)(F)F, predict the reaction product. The product is: [CH3:30][NH:31][C:24]([CH:21]1[CH2:20][CH2:19][CH:18]([NH:17][C:13]2[N:12]=[C:11]([C:6]3[N:7]([CH:8]([CH3:10])[CH3:9])[C:3]([CH3:2])=[N:4][CH:5]=3)[CH:16]=[CH:15][N:14]=2)[CH2:23][CH2:22]1)=[O:26]. (6) Given the reactants [F:1][C:2]1[CH:3]=[C:4]2[C:8](=[CH:9][CH:10]=1)[NH:7][C:6](=[O:11])[C:5]2=[C:12]1[C:20]2[C:15](=[CH:16][C:17]([CH2:21][CH2:22][CH2:23][OH:24])=[CH:18][CH:19]=2)[CH2:14][O:13]1.C(N(CC)CC)C.[CH3:32][S:33](Cl)(=[O:35])=[O:34].O, predict the reaction product. The product is: [F:1][C:2]1[CH:3]=[C:4]2[C:8](=[CH:9][CH:10]=1)[NH:7][C:6](=[O:11])[C:5]2=[C:12]1[C:20]2[C:15](=[CH:16][C:17]([CH2:21][CH2:22][CH2:23][O:24][S:33]([CH3:32])(=[O:35])=[O:34])=[CH:18][CH:19]=2)[CH2:14][O:13]1. (7) Given the reactants [Cl:1][C:2]1[CH:3]=[C:4]([NH:9][NH2:10])[CH:5]=[CH:6][C:7]=1[Cl:8].CO[CH:13](OC)[CH2:14][C:15](=O)[CH3:16], predict the reaction product. The product is: [Cl:1][C:2]1[CH:3]=[C:4]([N:9]2[CH:13]=[CH:14][C:15]([CH3:16])=[N:10]2)[CH:5]=[CH:6][C:7]=1[Cl:8].[Cl:1][C:2]1[CH:3]=[C:4]([N:9]2[C:15]([CH3:16])=[CH:14][CH:13]=[N:10]2)[CH:5]=[CH:6][C:7]=1[Cl:8].